This data is from Full USPTO retrosynthesis dataset with 1.9M reactions from patents (1976-2016). The task is: Predict the reactants needed to synthesize the given product. Given the product [Cl:7][C:8]1[CH:9]=[CH:10][C:11]2[CH:12]=[C:13]3[CH2:20][NH:19][CH2:18][CH2:17][N:14]3[C:15]=2[N:16]=1, predict the reactants needed to synthesize it. The reactants are: [H-].[Al+3].[Li+].[H-].[H-].[H-].[Cl:7][C:8]1[N:16]=[C:15]2[C:11]([CH:12]=[C:13]([C:20](OCC)=O)[N:14]2[CH2:17][C:18]#[N:19])=[CH:10][CH:9]=1.O.O.O.O.O.O.O.O.O.O.S([O-])([O-])(=O)=O.[Na+].[Na+].